Dataset: Full USPTO retrosynthesis dataset with 1.9M reactions from patents (1976-2016). Task: Predict the reactants needed to synthesize the given product. (1) Given the product [Cl:39][C:40]1[S:44][C:43]([CH:45]2[CH2:46][CH2:47][N:48]([C:51](=[O:63])[CH2:52][N:53]3[C:57]4[CH:58]=[CH:59][CH:60]=[CH:61][C:56]=4[NH:55][C:54]3=[O:62])[CH2:49][CH2:50]2)=[N:42][C:41]=1[C:64]1[CH:69]=[C:68]([C:70]([CH3:73])([CH3:72])[CH3:71])[N:28]=[C:27]([C:35]([CH3:38])([CH3:37])[CH3:36])[N:26]=1, predict the reactants needed to synthesize it. The reactants are: ClC1SC(C2CCN(C(=O)CN3C4=NC=CC=C4N=C3)CC2)=NC=1C1C=C(C(C)(C)C)[N:28]=[C:27]([C:35]([CH3:38])([CH3:37])[CH3:36])[N:26]=1.[Cl:39][C:40]1[S:44][C:43]([CH:45]2[CH2:50][CH2:49][N:48]([C:51](=[O:63])[CH2:52][N:53]3[C:57]4[CH:58]=[CH:59][CH:60]=[CH:61][C:56]=4[NH:55][C:54]3=[O:62])[CH2:47][CH2:46]2)=[N:42][C:41]=1[C:64]1[CH:69]=[C:68]([C:70]([CH3:73])([CH3:72])[CH3:71])C(OC)=C(C(C)(C)C)C=1.C(N(C(C)C)CC)(C)C.CCN=C=NCCCN(C)C. (2) Given the product [CH3:7][N:8]1[C:12]([CH:4]2[CH2:5][CH2:6][NH:1][CH2:2][CH2:3]2)=[C:11]2[C:2]([CH2:3][CH2:4][CH2:5][CH2:6]2)=[N:9]1, predict the reactants needed to synthesize it. The reactants are: [NH:1]1[CH2:6][CH2:5][CH2:4][CH2:3][CH2:2]1.[CH3:7][NH:8][NH2:9].F[C:11](F)(F)[CH2:12]NN. (3) Given the product [C:1]([NH:4][CH2:5][C:6]1[S:7][CH:8]=[C:9]([CH2:11][CH2:12][C:13]2[S:17][C:16]([CH2:18][C:19]([O:21][CH3:22])=[O:20])=[CH:15][CH:14]=2)[N:10]=1)(=[O:3])[CH3:2], predict the reactants needed to synthesize it. The reactants are: [C:1]([NH:4][CH2:5][C:6]1[S:7][CH:8]=[C:9](/[CH:11]=[CH:12]/[C:13]2[S:17][C:16]([CH2:18][C:19]([O:21][CH3:22])=[O:20])=[CH:15][CH:14]=2)[N:10]=1)(=[O:3])[CH3:2].C(NCC1SC=C(/C=C\C2SC(CC(OC)=O)=CC=2)N=1)(=O)C.CO. (4) Given the product [CH3:1][C:2]1[N:3]=[CH:4][N:5]([C:7]2[CH:14]=[C:11]([CH:10]=[C:9]([C:15]([F:18])([F:16])[F:17])[CH:8]=2)[C:12]([NH2:13])=[O:20])[CH:6]=1, predict the reactants needed to synthesize it. The reactants are: [CH3:1][C:2]1[N:3]=[CH:4][N:5]([C:7]2[CH:8]=[C:9]([C:15]([F:18])([F:17])[F:16])[CH:10]=[C:11]([CH:14]=2)[C:12]#[N:13])[CH:6]=1.N.[OH:20]O.O.